This data is from Full USPTO retrosynthesis dataset with 1.9M reactions from patents (1976-2016). The task is: Predict the reactants needed to synthesize the given product. (1) Given the product [CH3:42][C:33]1[C:34]([C:38]([F:39])([F:40])[F:41])=[CH:35][CH:36]=[CH:37][C:32]=1[CH2:31][N:13]1[C:9]2[CH:8]=[C:7]([N:1]3[CH2:6][CH2:5][O:4][CH2:3][CH2:2]3)[CH:19]=[C:18]([C:20]([O:22][CH3:23])=[O:21])[C:10]=2[N:11]=[C:12]1[C:14]([F:17])([F:15])[F:16], predict the reactants needed to synthesize it. The reactants are: [N:1]1([C:7]2[CH:19]=[C:18]([C:20]([O:22][CH3:23])=[O:21])[C:10]3[NH:11][C:12]([C:14]([F:17])([F:16])[F:15])=[N:13][C:9]=3[CH:8]=2)[CH2:6][CH2:5][O:4][CH2:3][CH2:2]1.C(=O)([O-])[O-].[K+].[K+].Br[CH2:31][C:32]1[CH:37]=[CH:36][CH:35]=[C:34]([C:38]([F:41])([F:40])[F:39])[C:33]=1[CH3:42]. (2) The reactants are: [NH2:1][C@H:2]([C:7]([OH:9])=[O:8])[C@H:3]([CH2:5][CH3:6])[CH3:4].N1CC(=O)NC1=O.N1CC(=O)NC1=O.N[C@@H](C(O)=O)[C@H](CC)C.C(N[C@@H](C(O)=O)[C@H](CC)C)(=O)N. Given the product [NH2:1][C@@H:2]([C:7]([OH:9])=[O:8])[C@H:3]([CH2:5][CH3:6])[CH3:4], predict the reactants needed to synthesize it. (3) The reactants are: [H-].[Na+].[I:3][C:4]1[CH:5]=[C:6]([OH:10])[CH:7]=[CH:8][CH:9]=1.[CH2:11]([N:13]([CH2:17][CH3:18])[C:14](Cl)=[O:15])[CH3:12]. Given the product [CH2:11]([N:13]([CH2:17][CH3:18])[C:14](=[O:15])[O:10][C:6]1[CH:7]=[CH:8][CH:9]=[C:4]([I:3])[CH:5]=1)[CH3:12], predict the reactants needed to synthesize it. (4) Given the product [C:13]([N:17]1[CH:21]=[C:20]([CH2:22][CH:2]([C:1]#[N:5])[C:3]#[N:4])[CH:19]=[N:18]1)([CH3:16])([CH3:15])[CH3:14], predict the reactants needed to synthesize it. The reactants are: [C:1](#[N:5])[CH2:2][C:3]#[N:4].C(=O)([O-])[O-].[K+].[K+].Cl.[C:13]([N:17]1[CH:21]=[C:20]([CH2:22]Cl)[CH:19]=[N:18]1)([CH3:16])([CH3:15])[CH3:14].O.